From a dataset of Experimentally validated miRNA-target interactions with 360,000+ pairs, plus equal number of negative samples. Binary Classification. Given a miRNA mature sequence and a target amino acid sequence, predict their likelihood of interaction. (1) The miRNA is mmu-miR-669i with sequence UGCAUAUACACACAUGCAUAC. The protein sequence of the target gene is MEGTAVAVFEILRFLIIHWKCDIDVSKGALLEGQLVISIEGLNSKHQANALHCVTTVASAGSLFGGMVLKKFLKEIQSILPGISAKLTWTSEEGSYSQDMTGVTPFQMIFEVDEKPRTLMTDCLVIKHFLRKIIMVHPKVRFHFSVKVNGILSTEIFGVENEPTLNLGNGIALLVDSQHYVRPNFGTIESHCSRIHPVLGHPVMLFIPEDVAGMDLLGELILTPAAALCPSPKVSSNQLNRISSVSIFLYGPLGLPLILSTWEQPMTTFFKDTSSLVDWKKYHLCMIPNLDLNLDRDLVL.... Result: 0 (no interaction). (2) The miRNA is mmu-miR-223-3p with sequence UGUCAGUUUGUCAAAUACCCCA. The protein sequence of the target gene is MKLEFTEKNYNSFVLQNLNRQRKRKEYWDMALSVDNHVFFAHRNVLAAVSPLVRSLISSNDMKTADELFITIDTSYLSPVTVDQLLDYFYSGKVVISEQNVEELLRGAQYFNTPRLRVHCNDFLIKSICRANCLRYLFLAELFELKEVSDVAYSGIRDNFHYWASPEGSMHFMRCPPVIFGRLLRDENLHVLNEDQALSALINWVYFRKEDREKYFKKFFNYINLNAVSNKTLVFASNKLVGMENTSSHTTLIESVLMDRKQERPCSLLVYQRKGALLDSVVILGGQKAHGQFNDGVFAY.... Result: 0 (no interaction). (3) The miRNA is hsa-miR-2110 with sequence UUGGGGAAACGGCCGCUGAGUG. The protein sequence of the target gene is MTLPGGPTGMARPGGARPCSPGLERAPRRSVGELRLLFEARCAAVAAAAAAGEPRARGAKRRGGQVPNGLPRAPPAPVIPQLTVTAEEPDVPPTSPGPPERERDCLPAAGSSHLQQPRRLSTSSVSSTGSSSLLEDSEDDLLSDSESRSRGNVQLEAGEDVGQKNHWQKIRTMVNLPVISPFKKRYAWVQLAGHTGSFKAAGTSGLILKRCSEPERYCLARLMADALRGCVPAFHGVVERDGESYLQLQDLLDGFDGPCVLDCKMGVRTYLEEELTKARERPKLRKDMYKKMLAVDPEAP.... Result: 0 (no interaction).